From a dataset of Full USPTO retrosynthesis dataset with 1.9M reactions from patents (1976-2016). Predict the reactants needed to synthesize the given product. (1) Given the product [CH3:1][O:2][C:3]1[CH:4]=[C:5]([CH:32]=[CH:33][C:34]=1[O:35][CH3:36])[CH2:6][CH:7]1[C:13]2[CH:14]=[C:15]([O:20][CH3:21])[C:16]([O:18][CH3:19])=[CH:17][C:12]=2[CH2:11][CH2:10][CH2:9][N:8]1[CH:22]([C:26]1[CH:27]=[CH:28][CH:29]=[CH:30][CH:31]=1)[C:23]([NH:42][CH:39]([CH2:40][CH3:41])[CH2:37][CH3:38])=[O:25], predict the reactants needed to synthesize it. The reactants are: [CH3:1][O:2][C:3]1[CH:4]=[C:5]([CH:32]=[CH:33][C:34]=1[O:35][CH3:36])[CH2:6][CH:7]1[C:13]2[CH:14]=[C:15]([O:20][CH3:21])[C:16]([O:18][CH3:19])=[CH:17][C:12]=2[CH2:11][CH2:10][CH2:9][N:8]1[CH:22]([C:26]1[CH:31]=[CH:30][CH:29]=[CH:28][CH:27]=1)[C:23]([OH:25])=O.[CH2:37]([CH:39]([NH2:42])[CH2:40][CH3:41])[CH3:38]. (2) Given the product [CH3:1][C:2]1([CH3:16])[C:3]2[CH:4]=[CH:5][CH:6]=[CH:7][C:8]=2[N:9]([CH2:20][CH2:19][C:18]#[N:25])[C:10]2[C:15]1=[CH:14][CH:13]=[CH:12][CH:11]=2, predict the reactants needed to synthesize it. The reactants are: [CH3:1][C:2]1([CH3:16])[C:15]2[CH:14]=[CH:13][CH:12]=[CH:11][C:10]=2[NH:9][C:8]2[C:3]1=[CH:4][CH:5]=[CH:6][CH:7]=2.[OH-].[CH2:18]([N+:25](C)(C)C)[C:19]1C=CC=C[CH:20]=1.